Dataset: Peptide-MHC class II binding affinity with 134,281 pairs from IEDB. Task: Regression. Given a peptide amino acid sequence and an MHC pseudo amino acid sequence, predict their binding affinity value. This is MHC class II binding data. The peptide sequence is GELQIVDKIDAAFDI. The MHC is DRB1_0701 with pseudo-sequence DRB1_0701. The binding affinity (normalized) is 0.387.